From a dataset of Forward reaction prediction with 1.9M reactions from USPTO patents (1976-2016). Predict the product of the given reaction. (1) Given the reactants [CH:1]([C:3]1[CH:8]=[CH:7][C:6]([NH:9][C:10]([C:12]2[CH:13]=[C:14]([CH2:18][NH:19][C:20]([CH2:22][CH2:23][N:24]3[CH2:29][CH2:28][CH:27]([O:30][C:31](=[O:45])[NH:32][C:33]4[CH:38]=[CH:37][CH:36]=[CH:35][C:34]=4[C:39]4[CH:44]=[CH:43][CH:42]=[CH:41][CH:40]=4)[CH2:26][CH2:25]3)=[O:21])[CH:15]=[CH:16][CH:17]=2)=[O:11])=[CH:5][CH:4]=1)=O.C(O)(=O)C.[NH2:50][CH2:51][C@@H:52]([C:61]1[CH:70]=[CH:69][C:68]([OH:71])=[C:67]2[C:62]=1[CH:63]=[CH:64][C:65](=[O:72])[NH:66]2)[O:53][Si:54]([C:57]([CH3:60])([CH3:59])[CH3:58])([CH3:56])[CH3:55].C(O[BH-](OC(=O)C)OC(=O)C)(=O)C.[Na+].C(=O)(O)[O-].[Na+], predict the reaction product. The product is: [Si:54]([O:53][C@H:52]([C:61]1[CH:70]=[CH:69][C:68]([OH:71])=[C:67]2[C:62]=1[CH:63]=[CH:64][C:65](=[O:72])[NH:66]2)[CH2:51][NH:50][CH2:1][C:3]1[CH:4]=[CH:5][C:6]([NH:9][C:10]([C:12]2[CH:13]=[C:14]([CH2:18][NH:19][C:20]([CH2:22][CH2:23][N:24]3[CH2:29][CH2:28][CH:27]([O:30][C:31](=[O:45])[NH:32][C:33]4[CH:38]=[CH:37][CH:36]=[CH:35][C:34]=4[C:39]4[CH:44]=[CH:43][CH:42]=[CH:41][CH:40]=4)[CH2:26][CH2:25]3)=[O:21])[CH:15]=[CH:16][CH:17]=2)=[O:11])=[CH:7][CH:8]=1)([C:57]([CH3:60])([CH3:59])[CH3:58])([CH3:56])[CH3:55]. (2) Given the reactants [F:1][CH:2]([F:27])[C:3]1[CH:12]=[C:11]2[C:6]([C:7](=[O:19])[N:8]([NH:14][S:15]([CH3:18])(=[O:17])=[O:16])[C:9](=[O:13])[NH:10]2)=[CH:5][C:4]=1[C:20]1[N:21]([CH2:25][CH3:26])[N:22]=[CH:23][CH:24]=1.C(N(CC)CC)C.Cl[C:36]([CH2:38][O:39][C:40](=[O:42])[CH3:41])=[O:37], predict the reaction product. The product is: [F:27][CH:2]([F:1])[C:3]1[CH:12]=[C:11]2[C:6]([C:7](=[O:19])[N:8]([N:14]([S:15]([CH3:18])(=[O:16])=[O:17])[C:36](=[O:37])[CH2:38][O:39][C:40](=[O:42])[CH3:41])[C:9](=[O:13])[NH:10]2)=[CH:5][C:4]=1[C:20]1[N:21]([CH2:25][CH3:26])[N:22]=[CH:23][CH:24]=1. (3) Given the reactants [CH3:1][C:2]([CH3:5])([O-:4])[CH3:3].[K+].[Cl-].[CH3:8][O:9][CH2:10][P+](C1C=CC=CC=1)(C1C=CC=CC=1)C1C=CC=CC=1.C(O[C:35]([N:37]1[CH2:41][C@H:40]([O:42][Si:43]([C:46]([CH3:49])([CH3:48])[CH3:47])([CH3:45])[CH3:44])[CH2:39][C@H:38]1[CH:50]=O)=[O:36])(C)(C)C, predict the reaction product. The product is: [C:2]([O:4][C:35]([N:37]1[CH2:41][C@H:40]([O:42][Si:43]([C:46]([CH3:47])([CH3:48])[CH3:49])([CH3:44])[CH3:45])[CH2:39][CH:38]1/[CH:50]=[CH:8]\[O:9][CH3:10])=[O:36])([CH3:5])([CH3:3])[CH3:1]. (4) Given the reactants [NH2:1][C:2]1[CH:3]=[N:4][C:5]2[C:10]([CH:11]=1)=[CH:9][CH:8]=[CH:7][CH:6]=2.C[Si]([N-][Si](C)(C)C)(C)C.[Na+].[C:22](O[C:22]([O:24][C:25]([CH3:28])([CH3:27])[CH3:26])=[O:23])([O:24][C:25]([CH3:28])([CH3:27])[CH3:26])=[O:23], predict the reaction product. The product is: [C:25]([O:24][C:22](=[O:23])[NH:1][C:2]1[CH:3]=[N:4][C:5]2[C:10]([CH:11]=1)=[CH:9][CH:8]=[CH:7][CH:6]=2)([CH3:28])([CH3:27])[CH3:26]. (5) Given the reactants [CH3:1][O:2][C:3]1[CH:4]=[C:5]2[C:10](=[CH:11][CH:12]=1)[CH:9]=[C:8]([CH2:13][N:14]1[CH:19]=[CH:18][CH:17]=[C:16]([C:20]([O:22]CC)=[O:21])[C:15]1=[O:25])[CH:7]=[CH:6]2.[OH-].[Na+], predict the reaction product. The product is: [CH3:1][O:2][C:3]1[CH:4]=[C:5]2[C:10](=[CH:11][CH:12]=1)[CH:9]=[C:8]([CH2:13][N:14]1[CH:19]=[CH:18][CH:17]=[C:16]([C:20]([OH:22])=[O:21])[C:15]1=[O:25])[CH:7]=[CH:6]2. (6) Given the reactants [F:1][CH:2]([F:29])[C:3]1[CH:4]=[CH:5][C:6]([C:9]([F:28])([F:27])[CH2:10][N:11]2[CH2:16][CH2:15][CH:14]([NH:17][C:18]3[C:19]4[CH:26]=[CH:25][NH:24][C:20]=4[N:21]=[CH:22][N:23]=3)[CH2:13][CH2:12]2)=[N:7][CH:8]=1.CO.[ClH:32], predict the reaction product. The product is: [ClH:32].[F:29][CH:2]([F:1])[C:3]1[CH:4]=[CH:5][C:6]([C:9]([F:28])([F:27])[CH2:10][N:11]2[CH2:12][CH2:13][CH:14]([NH:17][C:18]3[C:19]4[CH:26]=[CH:25][NH:24][C:20]=4[N:21]=[CH:22][N:23]=3)[CH2:15][CH2:16]2)=[N:7][CH:8]=1. (7) Given the reactants [C:1]([O:5][C:6]([NH:8][C@H:9]([C:13]1([CH3:19])[CH2:18][CH2:17][CH2:16][CH2:15][CH2:14]1)[C:10]([OH:12])=[O:11])=[O:7])([CH3:4])([CH3:3])[CH3:2].C(Cl)Cl.[CH2:23](O)[C:24]1[CH:29]=[CH:28][CH:27]=[CH:26][CH:25]=1.C(Cl)CCl, predict the reaction product. The product is: [C:1]([O:5][C:6]([NH:8][C@H:9]([C:13]1([CH3:19])[CH2:18][CH2:17][CH2:16][CH2:15][CH2:14]1)[C:10]([O:12][CH2:23][C:24]1[CH:29]=[CH:28][CH:27]=[CH:26][CH:25]=1)=[O:11])=[O:7])([CH3:4])([CH3:2])[CH3:3].